Dataset: Forward reaction prediction with 1.9M reactions from USPTO patents (1976-2016). Task: Predict the product of the given reaction. Given the reactants [CH3:1][O:2][C:3]1[CH:12]=[C:11]2[C:6]([C:7]([CH2:14][O:15][CH3:16])=[N:8][NH:9][C:10]2=O)=[CH:5][CH:4]=1.P(Cl)(Cl)([Cl:19])=O, predict the reaction product. The product is: [Cl:19][C:10]1[C:11]2[C:6](=[CH:5][CH:4]=[C:3]([O:2][CH3:1])[CH:12]=2)[C:7]([CH2:14][O:15][CH3:16])=[N:8][N:9]=1.